From a dataset of Catalyst prediction with 721,799 reactions and 888 catalyst types from USPTO. Predict which catalyst facilitates the given reaction. (1) Reactant: Br[C:2]1[CH:7]=[C:6](F)[CH:5]=[C:4]([F:9])[CH:3]=1.[NH:10]1[CH:14]=[CH:13][N:12]=[CH:11]1.[C:15]([O-])([O-:17])=[O:16].[K+].[K+].O. Product: [F:9][C:4]1[CH:5]=[C:6]([CH:7]=[C:2]([N:10]2[CH:14]=[CH:13][N:12]=[CH:11]2)[CH:3]=1)[C:15]([OH:17])=[O:16]. The catalyst class is: 3. (2) Reactant: [OH:1][C:2]1[CH:3]=[C:4]2[C:9](=[C:10]([O:12][CH3:13])[CH:11]=1)[O:8][CH:7]([C:14]([F:17])([F:16])[F:15])[C:6]([C:18]([O:20][CH2:21][CH3:22])=[O:19])=[CH:5]2.[C:23]([O-])([O-])=O.[K+].[K+].IC. Product: [CH3:23][O:1][C:2]1[CH:3]=[C:4]2[C:9](=[C:10]([O:12][CH3:13])[CH:11]=1)[O:8][CH:7]([C:14]([F:17])([F:15])[F:16])[C:6]([C:18]([O:20][CH2:21][CH3:22])=[O:19])=[CH:5]2. The catalyst class is: 21. (3) Reactant: CN(C)C=O.[F:6][C:7]1[CH:12]=[CH:11][C:10]([N:13]2[CH2:18][CH2:17][N:16]([C:19]3[N:24]=[CH:23][NH:22][C:21](=[O:25])[N:20]=3)[CH2:15][CH2:14]2)=[CH:9][CH:8]=1.CC1C=CC(S(O[CH2:37][C:38]2[S:39][C:40]([C:43]([F:46])([F:45])[F:44])=[CH:41][CH:42]=2)(=O)=O)=CC=1.C(=O)([O-])[O-].[K+].[K+]. Product: [F:6][C:7]1[CH:12]=[CH:11][C:10]([N:13]2[CH2:14][CH2:15][N:16]([C:19]3[N:24]=[CH:23][N:22]([CH2:37][C:38]4[S:39][C:40]([C:43]([F:46])([F:45])[F:44])=[CH:41][CH:42]=4)[C:21](=[O:25])[N:20]=3)[CH2:17][CH2:18]2)=[CH:9][CH:8]=1. The catalyst class is: 84. (4) Reactant: [CH3:1][CH2:2][CH2:3][CH2:4][CH2:5][CH3:6].[OH-].[K+].[CH3:9][N:10]([CH3:16])[CH2:11][CH:12]([OH:15])[CH2:13]O.CS([O:21][CH2:22][CH2:23][CH2:24][CH2:25][CH2:26][CH2:27][CH2:28][CH2:29]/[CH:30]=[CH:31]\[CH2:32]/[CH:33]=[CH:34]\[CH2:35][CH2:36][CH2:37][CH2:38][CH3:39])(=O)=O. Product: [CH2:22]([O:21][CH:11]([N:10]([CH3:16])[CH3:9])[CH:12]([O:15][CH2:1][CH2:2][CH2:3][CH2:4][CH2:5][CH2:6][CH2:22][CH2:23]/[CH:24]=[CH:25]\[CH2:26]/[CH:27]=[CH:28]\[CH2:29][CH2:30][CH2:31][CH2:32][CH3:33])[CH3:13])[CH2:23][CH2:24][CH2:25][CH2:26][CH2:27][CH2:28][CH2:29]/[CH:30]=[CH:31]\[CH2:32]/[CH:33]=[CH:34]\[CH2:35][CH2:36][CH2:37][CH2:38][CH3:39]. The catalyst class is: 6.